From a dataset of HIV replication inhibition screening data with 41,000+ compounds from the AIDS Antiviral Screen. Binary Classification. Given a drug SMILES string, predict its activity (active/inactive) in a high-throughput screening assay against a specified biological target. (1) The result is 1 (active). The compound is CC(C)=CCOc1cc(NC(=S)c2ccoc2C)ccc1Cl. (2) The molecule is COc1cccc2ccc3c(c12)C(O)OC31CCc2c(C)cccc21. The result is 0 (inactive). (3) The molecule is CC(=O)OCc1c2ccccc2c(C)c2c1cc(F)c1ccccc12. The result is 0 (inactive). (4) The drug is COc1ccc2c(c1)C(O)C(CO)C(C(=O)O)C2. The result is 0 (inactive). (5) The compound is CCCC[Sn](CCCC)(OC(=O)C1CCC(=O)N1)OC(=O)C1CCC(=O)N1. The result is 0 (inactive). (6) The molecule is CC1=CC2OC(=O)C3(C)C2C(CC2(C)OC1=CC2=O)OC3(O)C(C)C. The result is 0 (inactive). (7) The molecule is Cc1cn(C2CCC(CO)O2)c(=O)[nH]c1=O. The result is 0 (inactive).